This data is from Merck oncology drug combination screen with 23,052 pairs across 39 cell lines. The task is: Regression. Given two drug SMILES strings and cell line genomic features, predict the synergy score measuring deviation from expected non-interaction effect. Drug 1: CCC1=CC2CN(C1)Cc1c([nH]c3ccccc13)C(C(=O)OC)(c1cc3c(cc1OC)N(C)C1C(O)(C(=O)OC)C(OC(C)=O)C4(CC)C=CCN5CCC31C54)C2. Drug 2: O=C(CCCCCCC(=O)Nc1ccccc1)NO. Cell line: OVCAR3. Synergy scores: synergy=-16.2.